This data is from Reaction yield outcomes from USPTO patents with 853,638 reactions. The task is: Predict the reaction yield, written as a fraction of the theoretical maximum amount of product (1.0 means a 100% yield; for example, 0.34 means a 34% yield). (1) The reactants are [CH3:1][C:2]1[N:3]=[C:4]([C:7]2[CH:8]=[N:9][NH:10][C:11]=2[NH2:12])[O:5][CH:6]=1.C([N:16]1[C:24]2[C:19](=[CH:20][C:21]([C:25](=O)[CH2:26][C:27](OCC)=[O:28])=[CH:22][CH:23]=2)[CH:18]=[N:17]1)(=O)C.CC1C=CC(S(O)(=O)=O)=CC=1. The catalyst is CCCCO. The product is [NH:16]1[C:24]2[C:19](=[CH:20][C:21]([C:25]3[NH:12][C:11]4[N:10]([N:9]=[CH:8][C:7]=4[C:4]4[O:5][CH:6]=[C:2]([CH3:1])[N:3]=4)[C:27](=[O:28])[CH:26]=3)=[CH:22][CH:23]=2)[CH:18]=[N:17]1. The yield is 0.0400. (2) The reactants are [Br:1][C:2]1[C:9]([OH:10])=[CH:8][CH:7]=[CH:6][C:3]=1[CH:4]=[O:5].Cl[CH2:12][C:13]([CH3:16])([OH:15])[CH3:14].C([O-])([O-])=O.[Na+].[Na+].O. The product is [Br:1][C:2]1[C:9]([O:10][CH2:12][C:13]([OH:15])([CH3:16])[CH3:14])=[CH:8][CH:7]=[CH:6][C:3]=1[CH:4]=[O:5]. The yield is 0.903. The catalyst is CS(C)=O. (3) The reactants are Cl.[CH3:2][NH:3][OH:4].[CH3:5][O-:6].[Na+].[Br:8][C:9]1[CH:10]=[C:11]2C(=[CH:17][CH:18]=1)O[CH:14]([CH:19]1[CH2:24][CH2:23][O:22][CH2:21][CH2:20]1)[CH2:13]/[C:12]/2=[N:25]\[C:26]#[N:27]. The catalyst is CO. The product is [Br:8][C:9]1[CH:10]=[C:11]2[C:12]3([O:4][N:3]([CH3:2])[C:26]([NH2:27])=[N:25]3)[CH2:13][CH:14]([CH:19]3[CH2:20][CH2:21][O:22][CH2:23][CH2:24]3)[O:6][C:5]2=[CH:17][CH:18]=1. The yield is 0.400. (4) The reactants are [NH2:1][C:2]1[C:7]2[O:8][CH2:9][C:10](=[O:12])[NH:11][C:6]=2[CH:5]=[C:4](Cl)[CH:3]=1.C(N(CC)CC)C. The catalyst is [Pd].CO. The product is [NH2:1][C:2]1[C:7]2[O:8][CH2:9][C:10](=[O:12])[NH:11][C:6]=2[CH:5]=[CH:4][CH:3]=1. The yield is 0.640.